The task is: Predict the reactants needed to synthesize the given product.. This data is from Full USPTO retrosynthesis dataset with 1.9M reactions from patents (1976-2016). (1) Given the product [F:1][C:2]1[CH:3]=[C:4]([CH:7]=[CH:8][C:9]=1[OH:10])[CH:5]=[O:6], predict the reactants needed to synthesize it. The reactants are: [F:1][C:2]1[CH:3]=[C:4]([CH:7]=[CH:8][C:9]=1[O:10]C)[CH:5]=[O:6].B(Br)(Br)Br. (2) Given the product [Br:1][C:2]1[CH:7]=[C:6]([CH3:8])[C:5]([C:9]2[C:10](=[O:16])[CH:11]([CH2:31][CH2:30][N+:27]([O-:29])=[O:28])[CH2:12][C:13]=2[O:14][CH3:15])=[C:4]([CH2:17][CH3:18])[CH:3]=1, predict the reactants needed to synthesize it. The reactants are: [Br:1][C:2]1[CH:7]=[C:6]([CH3:8])[C:5]([C:9]2[C:10](=[O:16])[CH2:11][CH2:12][C:13]=2[O:14][CH3:15])=[C:4]([CH2:17][CH3:18])[CH:3]=1.C([N-]C(C)C)(C)C.[Li+].[N+:27]([CH:30]=[CH2:31])([O-:29])=[O:28]. (3) The reactants are: Cl[CH2:2][C:3]1[NH:7][C:6]2[CH:8]=[CH:9][CH:10]=[CH:11][C:5]=2[N:4]=1.C(=O)([O-])[O-].[Cs+].[Cs+].[CH3:18][N:19]([CH3:22])[CH:20]=O. Given the product [CH3:8][C@H:6]1[CH2:20][N:19]([C:22]2[CH:9]=[CH:10][CH:11]=[CH:5][N:4]=2)[CH2:18][CH2:3][N:7]1[CH2:2][C:3]1[NH:7][C:6]2[CH:8]=[CH:9][CH:10]=[CH:11][C:5]=2[N:4]=1, predict the reactants needed to synthesize it. (4) Given the product [CH:1]1([C@H:5]2[CH2:9][CH2:8][CH2:7][N:6]2[C:10]2[N:18]=[CH:17][N:16]=[C:15]3[C:11]=2[N:12]([CH2:29][C:30]2[CH:31]=[CH:32][C:33]([C:36]([F:37])([F:39])[F:38])=[CH:34][CH:35]=2)[C:13]([C:22]2[CH:27]=[CH:26][CH:25]=[C:24]([CH3:28])[CH:23]=2)=[N:14]3)[CH2:4][CH2:3][CH2:2]1, predict the reactants needed to synthesize it. The reactants are: [CH:1]1([C@H:5]2[CH2:9][CH2:8][CH2:7][N:6]2[C:10]2[N:18]=[C:17](C(O)=O)[N:16]=[C:15]3[C:11]=2[N:12]([CH2:29][C:30]2[CH:35]=[CH:34][C:33]([C:36]([F:39])([F:38])[F:37])=[CH:32][CH:31]=2)[C:13]([C:22]2[CH:27]=[CH:26][CH:25]=[C:24]([CH3:28])[CH:23]=2)=[N:14]3)[CH2:4][CH2:3][CH2:2]1.Cl.C([O-])(O)=O.[Na+].CCOC(C)=O. (5) Given the product [Cl:47][C:48]1[N:49]=[CH:50][C:51]([C:52]2[N:55]=[C:20]([CH2:19][N:3]3[CH2:4][CH2:5][C:6]([C:7]4[CH:12]=[CH:11][CH:10]=[CH:9][CH:8]=4)([C:13]4[CH:14]=[CH:15][CH:16]=[CH:17][CH:18]=4)[C:2]3=[O:1])[O:21][N:53]=2)=[CH:57][CH:58]=1, predict the reactants needed to synthesize it. The reactants are: [O:1]=[C:2]1[C:6]([C:13]2[CH:18]=[CH:17][CH:16]=[CH:15][CH:14]=2)([C:7]2[CH:12]=[CH:11][CH:10]=[CH:9][CH:8]=2)[CH2:5][CH2:4][N:3]1[CH2:19][C:20](O)=[O:21].FC1C=CC(C2(C3C=CC(F)=CC=3)CCN(CC(O)=O)C2=O)=CC=1.[Cl:47][C:48]1[CH:58]=[CH:57][C:51](/[C:52](=[N:55]/[H])/[NH:53]O)=[CH:50][N:49]=1.ON/C(=N\[H])/C1C=CC(C(F)(F)F)=CC=1. (6) Given the product [Br:8][C:6]1[CH:5]=[CH:4][C:3]2[O:9][C:16]([CH:13]3[CH2:14][CH2:15][NH:10][CH2:11][CH2:12]3)=[N:1][C:2]=2[CH:7]=1, predict the reactants needed to synthesize it. The reactants are: [NH2:1][C:2]1[CH:7]=[C:6]([Br:8])[CH:5]=[CH:4][C:3]=1[OH:9].[NH:10]1[CH2:15][CH2:14][CH:13]([C:16](O)=O)[CH2:12][CH2:11]1.[OH-].[Na+].CCOC(C)=O.O.